The task is: Predict the reactants needed to synthesize the given product.. This data is from Full USPTO retrosynthesis dataset with 1.9M reactions from patents (1976-2016). (1) Given the product [F:2][C:3]1[CH:4]=[C:5]([CH:43]=[CH:44][CH:45]=1)[CH2:6][N:7]1[CH:11]=[C:10]([C:12]2[C:20]3[C:15](=[N:16][CH:17]=[C:18]([C:21]4[CH:26]=[CH:25][C:24]([N:27]5[CH2:28][CH2:29][N:30]([CH2:46][C@@H:47]([OH:48])[CH3:49])[CH2:31][CH2:32]5)=[CH:23][CH:22]=4)[CH:19]=3)[N:14]([S:33]([C:36]3[CH:42]=[CH:41][C:39]([CH3:40])=[CH:38][CH:37]=3)(=[O:34])=[O:35])[CH:13]=2)[CH:9]=[N:8]1, predict the reactants needed to synthesize it. The reactants are: Cl.[F:2][C:3]1[CH:4]=[C:5]([CH:43]=[CH:44][CH:45]=1)[CH2:6][N:7]1[CH:11]=[C:10]([C:12]2[C:20]3[C:15](=[N:16][CH:17]=[C:18]([C:21]4[CH:26]=[CH:25][C:24]([N:27]5[CH2:32][CH2:31][NH:30][CH2:29][CH2:28]5)=[CH:23][CH:22]=4)[CH:19]=3)[N:14]([S:33]([C:36]3[CH:42]=[CH:41][C:39]([CH3:40])=[CH:38][CH:37]=3)(=[O:35])=[O:34])[CH:13]=2)[CH:9]=[N:8]1.[CH3:46][C@H:47]1[CH2:49][O:48]1.CCN(C(C)C)C(C)C. (2) The reactants are: [O:1]1[C:5]2[CH:6]=[CH:7][CH:8]=[CH:9][C:4]=2[CH2:3][C:2]1=O.[H-].[Na+].[CH3:13]I.CN([CH:18]=[O:19])C. Given the product [CH3:2][C:3]1([CH3:13])[C:4]2[CH:9]=[CH:8][CH:7]=[CH:6][C:5]=2[O:1][C:18]1=[O:19], predict the reactants needed to synthesize it. (3) Given the product [CH3:1][O:2][C:3]([C:5]1[CH:6]=[C:7]2[C:11](=[CH:12][CH:13]=1)[NH:10][C:9]([C:14](=[O:16])[NH:27][CH:24]1[CH2:25][CH2:26][N:21]([CH:18]([CH3:20])[CH3:19])[CH2:22][CH2:23]1)=[CH:8]2)=[O:4], predict the reactants needed to synthesize it. The reactants are: [CH3:1][O:2][C:3]([C:5]1[CH:6]=[C:7]2[C:11](=[CH:12][CH:13]=1)[NH:10][C:9]([C:14]([OH:16])=O)=[CH:8]2)=[O:4].Cl.[CH:18]([N:21]1[CH2:26][CH2:25][CH:24]([NH2:27])[CH2:23][CH2:22]1)([CH3:20])[CH3:19].[B-](F)(F)(F)F.CCOC(C(C#N)=NOC(N(C)C)=[N+](C)C)=O.CCN(C(C)C)C(C)C. (4) Given the product [CH:1]1([O:6][C:7](=[O:48])[C@@H:8]([NH2:40])[CH2:9][CH2:10][O:11][C:12]2[CH:21]=[C:20]3[C:15]([C:16]([O:22][C:23]4[CH:24]=[CH:25][C:26]([CH2:29][C:30](=[O:37])[C:31]5[CH:36]=[CH:35][CH:34]=[CH:33][CH:32]=5)=[CH:27][CH:28]=4)=[CH:17][CH:18]=[N:19]3)=[CH:14][C:13]=2[O:38][CH3:39])[CH2:5][CH2:4][CH2:3][CH2:2]1, predict the reactants needed to synthesize it. The reactants are: [CH:1]1([O:6][C:7](=[O:48])[C@@H:8]([NH:40]C(OC(C)(C)C)=O)[CH2:9][CH2:10][O:11][C:12]2[CH:21]=[C:20]3[C:15]([C:16]([O:22][C:23]4[CH:28]=[CH:27][C:26]([CH2:29][C:30](=[O:37])[C:31]5[CH:36]=[CH:35][CH:34]=[CH:33][CH:32]=5)=[CH:25][CH:24]=4)=[CH:17][CH:18]=[N:19]3)=[CH:14][C:13]=2[O:38][CH3:39])[CH2:5][CH2:4][CH2:3][CH2:2]1. (5) The reactants are: [F:1][C:2]1[CH:11]=[CH:10][C:5]([C:6]([O:8][CH3:9])=[O:7])=[C:4]([OH:12])[CH:3]=1.[CH2:13](Br)[C:14]#[CH:15].C(=O)([O-])[O-].[K+].[K+]. Given the product [F:1][C:2]1[CH:11]=[CH:10][C:5]([C:6]([O:8][CH3:9])=[O:7])=[C:4]([O:12][CH2:15][C:14]#[CH:13])[CH:3]=1, predict the reactants needed to synthesize it.